Dataset: Full USPTO retrosynthesis dataset with 1.9M reactions from patents (1976-2016). Task: Predict the reactants needed to synthesize the given product. (1) Given the product [Br:12][C:13]([C:16]1[C:24]2[O:23][C:22]([C:25]3[CH:30]=[CH:29][C:28]([OH:31])=[CH:27][CH:26]=3)=[N:21][C:20]=2[CH:19]=[C:18]([OH:32])[CH:17]=1)=[CH2:14], predict the reactants needed to synthesize it. The reactants are: N12CCCN=C1CCCCC2.[Br:12][CH:13]([C:16]1[C:24]2[O:23][C:22]([C:25]3[CH:30]=[CH:29][C:28]([OH:31])=[CH:27][CH:26]=3)=[N:21][C:20]=2[CH:19]=[C:18]([OH:32])[CH:17]=1)[CH2:14]Br.Cl. (2) Given the product [CH3:15][Sn:16]([CH3:18])([CH3:17])[C:2]1[S:1][C:5]2=[CH:6][N:7]=[CH:8][CH:9]=[C:4]2[CH:3]=1, predict the reactants needed to synthesize it. The reactants are: [S:1]1[C:5]2=[CH:6][N:7]=[CH:8][CH:9]=[C:4]2[CH:3]=[CH:2]1.C([Li])CCC.[CH3:15][Sn:16](Cl)([CH3:18])[CH3:17]. (3) Given the product [CH:1]1([C:4]2[N:8]=[C:7]([C:9]3[C:10]4[CH2:28][CH2:27][CH:26]([CH3:29])[CH2:25][C:11]=4[S:12][C:13]=3[NH:14][C:15]([C:17]3[CH2:21][CH2:20][CH2:19][CH2:30][C:18]=3[C:22]([OH:24])=[O:23])=[O:16])[O:6][N:5]=2)[CH2:3][CH2:2]1, predict the reactants needed to synthesize it. The reactants are: [CH:1]1([C:4]2[N:8]=[C:7]([C:9]3[C:10]4[CH2:28][CH2:27][CH:26]([CH3:29])[CH2:25][C:11]=4[S:12][C:13]=3[NH:14][C:15]([C:17]3[CH2:21][CH2:20][CH2:19][C:18]=3[C:22]([OH:24])=[O:23])=[O:16])[O:6][N:5]=2)[CH2:3][CH2:2]1.[C:30]12C(=O)OC(=O)C=1CCCC2.